From a dataset of Full USPTO retrosynthesis dataset with 1.9M reactions from patents (1976-2016). Predict the reactants needed to synthesize the given product. (1) Given the product [C:32]([O:36][C:37]([N:39]1[CH2:40][CH:41]=[C:42]([C:8]2[CH:9]=[C:10]([CH2:13][O:14][C:15]3[CH:20]=[CH:19][CH:18]=[CH:17][C:16]=3[C:21]([F:24])([F:23])[F:22])[CH:11]=[CH:12][C:7]=2[CH2:6][O:5][C:4]2[CH:26]=[CH:27][CH:28]=[CH:29][C:3]=2[C:2]([F:31])([F:30])[F:1])[CH2:43][CH2:44]1)=[O:38])([CH3:35])([CH3:33])[CH3:34], predict the reactants needed to synthesize it. The reactants are: [F:1][C:2]([F:31])([F:30])[C:3]1[CH:29]=[CH:28][CH:27]=[CH:26][C:4]=1[O:5][CH2:6][C:7]1[CH:12]=[CH:11][C:10]([CH2:13][O:14][C:15]2[CH:20]=[CH:19][CH:18]=[CH:17][C:16]=2[C:21]([F:24])([F:23])[F:22])=[CH:9][C:8]=1I.[C:32]([O:36][C:37]([N:39]1[CH2:44][CH:43]=[C:42](B2OC(C)(C)C(C)(C)O2)[CH2:41][CH2:40]1)=[O:38])([CH3:35])([CH3:34])[CH3:33].P([O-])([O-])([O-])=O.[K+].[K+].[K+]. (2) Given the product [OH:31][CH:2]([CH2:3][OH:27])[CH2:1][C:4]1[CH:5]=[C:6]2[C:10](=[CH:11][CH:12]=1)[CH2:9][N:8]([C:13]([O:15][CH2:16][C:17]1[CH:18]=[CH:19][CH:20]=[CH:21][CH:22]=1)=[O:14])[CH2:7]2, predict the reactants needed to synthesize it. The reactants are: [CH2:1]([C:4]1[CH:5]=[C:6]2[C:10](=[CH:11][CH:12]=1)[CH2:9][N:8]([C:13]([O:15][CH2:16][C:17]1[CH:22]=[CH:21][CH:20]=[CH:19][CH:18]=1)=[O:14])[CH2:7]2)[CH:2]=[CH2:3].C[N+]1([O-])CC[O:27]CC1.[OH2:31]. (3) Given the product [CH3:11][C:9]1[CH:8]=[CH:7][C:3]2[C:4](=[O:6])[N:13]=[C:12]([C:14]3[N:19]=[C:18]([CH2:20][CH2:21][C:22]([O:24][C:25]([CH3:28])([CH3:27])[CH3:26])=[O:23])[CH:17]=[CH:16][CH:15]=3)[S:1][C:2]=2[CH:10]=1, predict the reactants needed to synthesize it. The reactants are: [SH:1][C:2]1[CH:10]=[C:9]([CH3:11])[CH:8]=[CH:7][C:3]=1[C:4]([OH:6])=O.[C:12]([C:14]1[N:19]=[C:18]([CH2:20][CH2:21][C:22]([O:24][C:25]([CH3:28])([CH3:27])[CH3:26])=[O:23])[CH:17]=[CH:16][CH:15]=1)#[N:13]. (4) Given the product [Cl:30][C:29]([Cl:32])([Cl:31])[CH2:28][O:27][C:25](=[O:26])[NH:1][C:2]1[N:6]([C:7]2[CH:17]=[CH:16][CH:15]=[C:9]([O:10][C@H:11]([CH3:14])[CH2:12][OH:13])[CH:8]=2)[N:5]=[C:4]([C:18]([CH3:20])([CH3:19])[CH3:21])[CH:3]=1, predict the reactants needed to synthesize it. The reactants are: [NH2:1][C:2]1[N:6]([C:7]2[CH:8]=[C:9]([CH:15]=[CH:16][CH:17]=2)[O:10][C@H:11]([CH3:14])[CH2:12][OH:13])[N:5]=[C:4]([C:18]([CH3:21])([CH3:20])[CH3:19])[CH:3]=1.[OH-].[Na+].Cl[C:25]([O:27][CH2:28][C:29]([Cl:32])([Cl:31])[Cl:30])=[O:26]. (5) Given the product [Cl:28][C:17]1[CH:16]=[C:15]([NH:14][C:6]2[C:5]3[C:10](=[CH:11][C:2](/[CH:32]=[CH:31]/[CH2:30][CH2:29][N:33]4[CH2:34][CH2:35][N:36]([CH2:39][CH3:40])[CH2:37][CH2:38]4)=[CH:3][CH:4]=3)[N:9]=[CH:8][C:7]=2[C:12]#[N:13])[CH:20]=[CH:19][C:18]=1[S:21][C:22]1[N:23]([CH3:27])[CH:24]=[CH:25][N:26]=1, predict the reactants needed to synthesize it. The reactants are: Br[C:2]1[CH:11]=[C:10]2[C:5]([C:6]([NH:14][C:15]3[CH:20]=[CH:19][C:18]([S:21][C:22]4[N:23]([CH3:27])[CH:24]=[CH:25][N:26]=4)=[C:17]([Cl:28])[CH:16]=3)=[C:7]([C:12]#[N:13])[CH:8]=[N:9]2)=[CH:4][CH:3]=1.[CH2:29]([N:33]1[CH2:38][CH2:37][N:36]([CH3:39])[CH2:35][CH2:34]1)[CH2:30][C:31]#[CH:32].[CH3:40]C1(C)C(C)(C)OBO1. (6) Given the product [C:41]([OH:40])(=[O:43])/[CH:42]=[CH:10]/[C:23]([OH:24])=[O:46].[F:1][C:2]1[C:7]([C:8]2[CH:9]=[C:10]([CH2:23][NH:52][CH3:51])[S:11][C:12]=2[S:13]([C:16]2[CH:17]=[N:18][C:19]([CH3:22])=[CH:20][CH:21]=2)(=[O:15])=[O:14])=[CH:6][CH:5]=[CH:4][N:3]=1, predict the reactants needed to synthesize it. The reactants are: [F:1][C:2]1[C:7]([C:8]2[CH:9]=[C:10]([CH:23]=[O:24])[S:11][C:12]=2[S:13]([C:16]2[CH:17]=[N:18][C:19]([CH3:22])=[CH:20][CH:21]=2)(=[O:15])=[O:14])=[CH:6][CH:5]=[CH:4][N:3]=1.S([O-])([O-])(=O)=O.[Mg+2].[C:41]([O:40][BH-]([O:40][C:41](=[O:43])[CH3:42])[O:40][C:41](=[O:43])[CH3:42])(=[O:43])[CH3:42].[Na+].C(=O)([O-])[OH:46].[Na+].Cl.[CH3:51][NH2:52]. (7) Given the product [C:1](=[O:18])([O:7][C:8]1[C:13]([O:19][CH3:20])=[CH:12][CH:11]=[CH:10][C:9]=1[CH:16]=[O:17])[O:2][C:3]([CH3:4])([CH3:5])[CH3:6], predict the reactants needed to synthesize it. The reactants are: [C:1](=[O:18])([O:7][C:8]1[CH:13]=[C:12](OC)[CH:11]=[CH:10][C:9]=1[CH:16]=[O:17])[O:2][C:3]([CH3:6])([CH3:5])[CH3:4].[OH:19][C:20]1C(OC)=CC=CC=1C=O.C(OC(OC(OC(C)(C)C)=O)=O)(C)(C)C. (8) The reactants are: [C:1]([O:9][CH2:10][CH3:11])(=[O:8])[CH2:2][C:3]([O:5][CH2:6][CH3:7])=[O:4].[H-].[Na+].Br[C:15]1[CH:20]=[CH:19][C:18]([C:21]([C:23]2[CH:28]=[CH:27][C:26]([N+:29]([O-:31])=[O:30])=[CH:25][CH:24]=2)=[O:22])=[CH:17][C:16]=1[N+:32]([O-:34])=[O:33].C([O-])(=O)CC([O-])=O. Given the product [CH2:10]([O:9][C:1](=[O:8])[CH:2]([C:15]1[CH:20]=[CH:19][C:18]([C:21](=[O:22])[C:23]2[CH:24]=[CH:25][C:26]([N+:29]([O-:31])=[O:30])=[CH:27][CH:28]=2)=[CH:17][C:16]=1[N+:32]([O-:34])=[O:33])[C:3]([O:5][CH2:6][CH3:7])=[O:4])[CH3:11], predict the reactants needed to synthesize it. (9) Given the product [Cl:51][C:52]1[CH:57]=[CH:56][C:55]([C:7]2[CH:48]=[CH:47][C:46]([O:49][CH3:50])=[CH:45][C:8]=2[CH2:9][O:10][C:11]2[CH:16]=[CH:15][C:14]([C:17]3[N:34]4[C:35]5[CH:36]=[C:22]([C:23](=[O:38])[NH:24][CH2:25][CH2:26][CH2:27][CH2:28][CH2:29][CH2:30][NH:31][C:32](=[O:37])[CH2:33]4)[CH:21]=[CH:20][C:19]=5[C:18]=3[CH:39]3[CH2:44][CH2:43][CH2:42][CH2:41][CH2:40]3)=[CH:13][CH:12]=2)=[CH:54][CH:53]=1, predict the reactants needed to synthesize it. The reactants are: C([O-])(O)=O.[Na+].Br[C:7]1[CH:48]=[CH:47][C:46]([O:49][CH3:50])=[CH:45][C:8]=1[CH2:9][O:10][C:11]1[CH:16]=[CH:15][C:14]([C:17]2[N:34]3[C:35]4[CH:36]=[C:22]([C:23](=[O:38])[NH:24][CH2:25][CH2:26][CH2:27][CH2:28][CH2:29][CH2:30][NH:31][C:32](=[O:37])[CH2:33]3)[CH:21]=[CH:20][C:19]=4[C:18]=2[CH:39]2[CH2:44][CH2:43][CH2:42][CH2:41][CH2:40]2)=[CH:13][CH:12]=1.[Cl:51][C:52]1[CH:57]=[CH:56][C:55](B(O)O)=[CH:54][CH:53]=1. (10) The reactants are: C(OC(=O)[N:7]([N:22]1[CH2:27][CH2:26][N:25]([CH2:28][CH2:29][O:30][CH3:31])[CH2:24][CH2:23]1)[C:8]([C:10]1[CH:11]=[N:12][C:13]([C:16]2[CH:21]=[CH:20][CH:19]=[CH:18][CH:17]=2)=[N:14][CH:15]=1)=[O:9])(C)(C)C.[H-].[Na+].IC. Given the product [CH3:31][O:30][CH2:29][CH2:28][N:25]1[CH2:24][CH2:23][N:22]([NH:7][C:8]([C:10]2[CH:15]=[N:14][C:13]([C:16]3[CH:21]=[CH:20][CH:19]=[CH:18][CH:17]=3)=[N:12][CH:11]=2)=[O:9])[CH2:27][CH2:26]1, predict the reactants needed to synthesize it.